This data is from Catalyst prediction with 721,799 reactions and 888 catalyst types from USPTO. The task is: Predict which catalyst facilitates the given reaction. Reactant: [C:1]([O:5][C:6]([N:8]([CH3:30])[C@@H:9]1[C:18]2[CH:17]=[C:16]([C:19]([OH:21])=O)[CH:15]=[CH:14][C:13]=2[C@H:12]([C:22]2[CH:27]=[CH:26][C:25]([Cl:28])=[C:24]([Cl:29])[CH:23]=2)[CH2:11][CH2:10]1)=[O:7])([CH3:4])([CH3:3])[CH3:2].CN(C(ON1N=NC2[CH:42]=[CH:43][CH:44]=[N:45]C1=2)=[N+](C)C)C.F[P-](F)(F)(F)(F)F.C1(N)CC1.CN1CCOCC1. Product: [CH:44]1([NH:45][C:19]([C:16]2[CH:17]=[C:18]3[C:13]([C@H:12]([C:22]4[CH:27]=[CH:26][C:25]([Cl:28])=[C:24]([Cl:29])[CH:23]=4)[CH2:11][CH2:10][C@@H:9]3[N:8]([CH3:30])[C:6](=[O:7])[O:5][C:1]([CH3:4])([CH3:3])[CH3:2])=[CH:14][CH:15]=2)=[O:21])[CH2:42][CH2:43]1. The catalyst class is: 735.